Dataset: Reaction yield outcomes from USPTO patents with 853,638 reactions. Task: Predict the reaction yield, written as a fraction of the theoretical maximum amount of product (1.0 means a 100% yield; for example, 0.34 means a 34% yield). (1) The reactants are [NH2:1][C:2]1[CH:9]=[C:8]([Cl:10])[C:5]([C:6]#[N:7])=[C:4]([Cl:11])[CH:3]=1.[C:12](Cl)(Cl)=[S:13].C(N(CC)CC)C. The catalyst is C1C=CC=CC=1. The product is [Cl:11][C:4]1[CH:3]=[C:2]([N:1]=[C:12]=[S:13])[CH:9]=[C:8]([Cl:10])[C:5]=1[C:6]#[N:7]. The yield is 0.710. (2) The reactants are C(OC([NH:8][C:9]1([C:13]2[CH:18]=[CH:17][C:16]([C:19]3[N:23]4[C:24]5[CH:36]=[CH:35][CH:34]=[N:33][C:25]=5[NH:26][C:27]5[CH:32]=[CH:31][CH:30]=[CH:29][C:28]=5[C:22]4=[N:21][C:20]=3[C:37]3[CH:38]=[CH:39][C:40]([C:43]([O:45][CH3:46])=[O:44])=[N:41][CH:42]=3)=[CH:15][CH:14]=2)[CH2:12][CH2:11][CH2:10]1)=O)(C)(C)C.[ClH:47].O1CCOCC1. The catalyst is CO. The product is [ClH:47].[ClH:47].[ClH:47].[ClH:47].[NH2:8][C:9]1([C:13]2[CH:18]=[CH:17][C:16]([C:19]3[N:23]4[C:24]5[CH:36]=[CH:35][CH:34]=[N:33][C:25]=5[NH:26][C:27]5[CH:32]=[CH:31][CH:30]=[CH:29][C:28]=5[C:22]4=[N:21][C:20]=3[C:37]3[CH:38]=[CH:39][C:40]([C:43]([O:45][CH3:46])=[O:44])=[N:41][CH:42]=3)=[CH:15][CH:14]=2)[CH2:10][CH2:11][CH2:12]1. The yield is 0.880. (3) The reactants are [CH3:1][O:2][C:3]1[C:8]2[O:9][CH2:10][O:11][C:7]=2[CH:6]=[C:5]([C:12](OC)=[O:13])[CH:4]=1.[H-].[H-].[H-].[H-].[Li+].[Al+3].O.[OH-].[Na+]. The yield is 0.520. The catalyst is C1COCC1. The product is [CH3:1][O:2][C:3]1[C:8]2[O:9][CH2:10][O:11][C:7]=2[CH:6]=[C:5]([CH2:12][OH:13])[CH:4]=1. (4) The reactants are [NH:1]1[CH2:5][CH2:4][C@H:3]([OH:6])[CH2:2]1.Cl[C:8]1[N:13]=[CH:12][C:11](/[C:14](/[C:24]2[CH:29]=[CH:28][C:27]([OH:30])=[CH:26][CH:25]=2)=[C:15](\[C:18]2[CH:23]=[CH:22][CH:21]=[CH:20][CH:19]=2)/[CH2:16][CH3:17])=[CH:10][CH:9]=1. No catalyst specified. The product is [C:18]1(/[C:15](/[CH2:16][CH3:17])=[C:14](/[C:24]2[CH:29]=[CH:28][C:27]([OH:30])=[CH:26][CH:25]=2)\[C:11]2[CH:12]=[N:13][C:8]([O:6][C@H:3]3[CH2:4][CH2:5][NH:1][CH2:2]3)=[CH:9][CH:10]=2)[CH:19]=[CH:20][CH:21]=[CH:22][CH:23]=1. The yield is 0.760. (5) The reactants are [CH3:1][O:2][C:3](=[O:33])[CH:4]([NH:25][C:26]([O:28][C:29]([CH3:32])([CH3:31])[CH3:30])=[O:27])[CH2:5][C:6]1[CH:11]=[CH:10][C:9]([O:12][CH2:13][C:14]2[CH:19]=[CH:18][CH:17]=[CH:16][CH:15]=2)=[CH:8][C:7]=1[CH2:20][O:21]C(=O)C.C(=O)([O-])[O-].[K+].[K+]. The catalyst is CO.ClCCl. The product is [CH3:1][O:2][C:3](=[O:33])[CH:4]([NH:25][C:26]([O:28][C:29]([CH3:31])([CH3:30])[CH3:32])=[O:27])[CH2:5][C:6]1[CH:11]=[CH:10][C:9]([O:12][CH2:13][C:14]2[CH:19]=[CH:18][CH:17]=[CH:16][CH:15]=2)=[CH:8][C:7]=1[CH2:20][OH:21]. The yield is 1.00. (6) The reactants are [CH:1]1([CH2:4][N:5]2[CH:9]=[C:8]([C:10]3[CH:11]=[C:12]4[N:18]=[CH:17][N:16]([C:19]5[CH:20]=[C:21]([NH2:33])[CH:22]=[C:23]([C:25]6[CH:30]=[CH:29][C:28]([F:31])=[CH:27][C:26]=6[F:32])[CH:24]=5)[C:13]4=[N:14][CH:15]=3)[N:7]=[N:6]2)[CH2:3][CH2:2]1.N1C=CC=CC=1.[CH2:40]([S:42](Cl)(=[O:44])=[O:43])[CH3:41]. The catalyst is C(Cl)Cl. The product is [CH:1]1([CH2:4][N:5]2[CH:9]=[C:8]([C:10]3[CH:11]=[C:12]4[N:18]=[CH:17][N:16]([C:19]5[CH:20]=[C:21]([NH:33][S:42]([CH2:40][CH3:41])(=[O:44])=[O:43])[CH:22]=[C:23]([C:25]6[CH:30]=[CH:29][C:28]([F:31])=[CH:27][C:26]=6[F:32])[CH:24]=5)[C:13]4=[N:14][CH:15]=3)[N:7]=[N:6]2)[CH2:2][CH2:3]1. The yield is 0.330. (7) The reactants are Br[C:2]1[CH:3]=[C:4]([CH:12]=[C:13]([C:15]([F:18])([F:17])[F:16])[CH:14]=1)[C:5]([O:7][C:8]([CH3:11])([CH3:10])[CH3:9])=[O:6].[CH3:19][N:20]1[C:24](B2OC(C)(C)C(C)(C)O2)=[CH:23][CH:22]=[N:21]1.O1CCOCC1.C(=O)([O-])[O-].[Na+].[Na+]. The catalyst is C(OCC)(=O)C.C1C=CC([P]([Pd]([P](C2C=CC=CC=2)(C2C=CC=CC=2)C2C=CC=CC=2)([P](C2C=CC=CC=2)(C2C=CC=CC=2)C2C=CC=CC=2)[P](C2C=CC=CC=2)(C2C=CC=CC=2)C2C=CC=CC=2)(C2C=CC=CC=2)C2C=CC=CC=2)=CC=1. The product is [CH3:19][N:20]1[C:24]([C:2]2[CH:3]=[C:4]([CH:12]=[C:13]([C:15]([F:18])([F:17])[F:16])[CH:14]=2)[C:5]([O:7][C:8]([CH3:11])([CH3:10])[CH3:9])=[O:6])=[CH:23][CH:22]=[N:21]1. The yield is 0.680.